This data is from Forward reaction prediction with 1.9M reactions from USPTO patents (1976-2016). The task is: Predict the product of the given reaction. (1) Given the reactants I[C:2]1[C:3]([Cl:12])=[N:4][C:5]2[C:10]([CH:11]=1)=[CH:9][CH:8]=[CH:7][CH:6]=2.[CH3:13][O:14][C:15]1[CH:20]=[CH:19][C:18](B(O)O)=[CH:17][CH:16]=1.C([O-])([O-])=O.[Na+].[Na+], predict the reaction product. The product is: [Cl:12][C:3]1[C:2]([C:18]2[CH:19]=[CH:20][C:15]([O:14][CH3:13])=[CH:16][CH:17]=2)=[CH:11][C:10]2[C:5](=[CH:6][CH:7]=[CH:8][CH:9]=2)[N:4]=1. (2) Given the reactants [Cl:1][C:2]1[C:3]([N:12]2[CH2:17][CH2:16][N:15]([CH2:18][C:19]3[N:20]=[C:21]([CH3:24])[S:22][CH:23]=3)[CH2:14][CH2:13]2)=[C:4]([N+:9]([O-])=O)[C:5]([NH2:8])=[N:6][CH:7]=1.CCO.[C:28]([O:32][C:33]([N:35]1[CH2:40][CH2:39][N:38]([CH2:41][C:42]2[CH:47]=[CH:46][C:45]([CH:48]=O)=[CH:44][CH:43]=2)[CH2:37][CH2:36]1)=[O:34])([CH3:31])([CH3:30])[CH3:29].[O-]S(S([O-])=O)=O.[Na+].[Na+], predict the reaction product. The product is: [Cl:1][C:2]1[C:3]([N:12]2[CH2:17][CH2:16][N:15]([CH2:18][C:19]3[N:20]=[C:21]([CH3:24])[S:22][CH:23]=3)[CH2:14][CH2:13]2)=[C:4]2[N:9]=[C:48]([C:45]3[CH:44]=[CH:43][C:42]([CH2:41][N:38]4[CH2:37][CH2:36][N:35]([C:33]([O:32][C:28]([CH3:29])([CH3:31])[CH3:30])=[O:34])[CH2:40][CH2:39]4)=[CH:47][CH:46]=3)[NH:8][C:5]2=[N:6][CH:7]=1. (3) Given the reactants C(=O)([O-])[O-].[K+].[K+].S(S([O-])=O)([O-])=O.[Na+].[Na+].[Br:15][C:16]1[CH:25]=[C:24]2[C:19]([C:20]([NH:29][CH2:30][C:31]3[CH:45]=[CH:44][C:34]([CH2:35][NH:36][C:37](=[O:43])[O:38][C:39]([CH3:42])([CH3:41])[CH3:40])=[CH:33][CH:32]=3)=[C:21]([N+:26]([O-])=O)[CH:22]=[N:23]2)=[CH:18][CH:17]=1, predict the reaction product. The product is: [NH2:26][C:21]1[CH:22]=[N:23][C:24]2[C:19]([C:20]=1[NH:29][CH2:30][C:31]1[CH:45]=[CH:44][C:34]([CH2:35][NH:36][C:37](=[O:43])[O:38][C:39]([CH3:41])([CH3:42])[CH3:40])=[CH:33][CH:32]=1)=[CH:18][CH:17]=[C:16]([Br:15])[CH:25]=2. (4) Given the reactants [Br:1][C:2]1[CH:3]=[C:4]2[C:8](=[CH:9][CH:10]=1)[NH:7][CH:6]=[C:5]2/[C:11](/[C:23]#[N:24])=[CH:12]/[C:13]1[CH:14]=[C:15]([CH:18]=[CH:19][C:20]=1[O:21][CH3:22])[C:16]#[N:17].CN(C=O)C.[C:30]([O:34][C:35](=[O:50])[C@@H:36]([NH:42][C:43]([O:45][C:46]([CH3:49])([CH3:48])[CH3:47])=[O:44])[CH2:37][CH2:38][C:39](O)=[O:40])([CH3:33])([CH3:32])[CH3:31].C1CN([P+](ON2N=NC3C=CC=CC2=3)(N2CCCC2)N2CCCC2)CC1.F[P-](F)(F)(F)(F)F, predict the reaction product. The product is: [C:30]([O:34][C:35](=[O:50])[C@H:36]([NH:42][C:43]([O:45][C:46]([CH3:49])([CH3:48])[CH3:47])=[O:44])[CH2:37][CH2:38][C:39]([N:7]1[C:8]2[C:4](=[CH:3][C:2]([Br:1])=[CH:10][CH:9]=2)[C:5](/[C:11](/[C:23]#[N:24])=[CH:12]/[C:13]2[CH:14]=[C:15]([C:16]#[N:17])[CH:18]=[CH:19][C:20]=2[O:21][CH3:22])=[CH:6]1)=[O:40])([CH3:33])([CH3:32])[CH3:31]. (5) Given the reactants [N:1]1([C:11]2[C:15]3[CH2:16][N:17]([C:20](=[O:22])[CH3:21])[CH2:18][CH2:19][C:14]=3[N:13]([C@H:23]3[CH2:27][CH2:26][O:25][CH2:24]3)[N:12]=2)[C:10]2[C:5](=[CH:6][CH:7]=[CH:8][CH:9]=2)[CH2:4][CH2:3][CH2:2]1.[Br:28]N1C(=O)CCC1=O.O, predict the reaction product. The product is: [Br:28][C:7]1[CH:6]=[C:5]2[C:10](=[CH:9][CH:8]=1)[N:1]([C:11]1[C:15]3[CH2:16][N:17]([C:20](=[O:22])[CH3:21])[CH2:18][CH2:19][C:14]=3[N:13]([C@H:23]3[CH2:27][CH2:26][O:25][CH2:24]3)[N:12]=1)[CH2:2][CH2:3][CH2:4]2. (6) Given the reactants Br[C:2]1[CH:7]=[C:6]([F:8])[CH:5]=[CH:4][C:3]=1[S:9]([NH:12][C:13]1[C:25]([C:26]([O:28][CH3:29])=[O:27])=[C:17]2[O:18][CH2:19][C:20]3[N:21]([CH:22]=[CH:23][CH:24]=3)[C:16]2=[CH:15][CH:14]=1)(=[O:11])=[O:10].[CH2:30]([N:32]([CH2:49][CH3:50])[CH2:33]/[CH:34]=[CH:35]\[Sn](CCCC)(CCCC)CCCC)[CH3:31], predict the reaction product. The product is: [CH2:30]([N:32]([CH2:49][CH3:50])[CH2:33]/[CH:34]=[CH:35]\[C:2]1[CH:7]=[C:6]([F:8])[CH:5]=[CH:4][C:3]=1[S:9]([NH:12][C:13]1[C:25]([C:26]([O:28][CH3:29])=[O:27])=[C:17]2[O:18][CH2:19][C:20]3[N:21]([CH:22]=[CH:23][CH:24]=3)[C:16]2=[CH:15][CH:14]=1)(=[O:11])=[O:10])[CH3:31].